Dataset: Peptide-MHC class II binding affinity with 134,281 pairs from IEDB. Task: Regression. Given a peptide amino acid sequence and an MHC pseudo amino acid sequence, predict their binding affinity value. This is MHC class II binding data. (1) The peptide sequence is SQDLEASWNLNGLQAY. The MHC is DRB1_0802 with pseudo-sequence DRB1_0802. The binding affinity (normalized) is 0.361. (2) The peptide sequence is QYENLKYSVIVTVHT. The MHC is DRB1_0701 with pseudo-sequence DRB1_0701. The binding affinity (normalized) is 0.649. (3) The peptide sequence is GAVFLGFLGAAGSTMG. The MHC is DRB1_0401 with pseudo-sequence DRB1_0401. The binding affinity (normalized) is 0.622. (4) The peptide sequence is VLSYVIGLLPPDMVV. The MHC is DRB1_0301 with pseudo-sequence DRB1_0301. The binding affinity (normalized) is 0.471. (5) The peptide sequence is YGRILHYLKAKEYSH. The MHC is DRB1_0401 with pseudo-sequence DRB1_0401. The binding affinity (normalized) is 0.283. (6) The peptide sequence is KGGRKPARLIVYPDLGSRVC. The MHC is DRB1_0802 with pseudo-sequence DRB1_0802. The binding affinity (normalized) is 0.222. (7) The peptide sequence is KLAFLVQTEPRMLLM. The MHC is DRB5_0101 with pseudo-sequence DRB5_0101. The binding affinity (normalized) is 0.967. (8) The peptide sequence is IGITDRDFI. The MHC is DRB3_0101 with pseudo-sequence DRB3_0101. The binding affinity (normalized) is 0. (9) The binding affinity (normalized) is 0.431. The MHC is HLA-DPA10103-DPB10401 with pseudo-sequence HLA-DPA10103-DPB10401. The peptide sequence is NNRIWLQFAKLTGFT. (10) The peptide sequence is LDLAVNAAVDAGIHF. The MHC is HLA-DQA10102-DQB10502 with pseudo-sequence HLA-DQA10102-DQB10502. The binding affinity (normalized) is 0.411.